From a dataset of Catalyst prediction with 721,799 reactions and 888 catalyst types from USPTO. Predict which catalyst facilitates the given reaction. (1) Reactant: [F:1][C:2]([F:13])([F:12])[C:3]1[CH:8]=[CH:7][C:6]([CH2:9][CH2:10][NH2:11])=[CH:5][CH:4]=1.[CH2:14]([N:21]1[CH2:26][CH2:25][C:24](=O)[CH2:23][CH2:22]1)[C:15]1[CH:20]=[CH:19][CH:18]=[CH:17][CH:16]=1.C([BH3-])#N.[Na+].C(O)(=O)C.[C:36](O[C:36]([O:38][C:39]([CH3:42])([CH3:41])[CH3:40])=[O:37])([O:38][C:39]([CH3:42])([CH3:41])[CH3:40])=[O:37]. Product: [CH2:14]([N:21]1[CH2:26][CH2:25][CH:24]([N:11]([CH2:10][CH2:9][C:6]2[CH:5]=[CH:4][C:3]([C:2]([F:12])([F:13])[F:1])=[CH:8][CH:7]=2)[C:36](=[O:37])[O:38][C:39]([CH3:42])([CH3:41])[CH3:40])[CH2:23][CH2:22]1)[C:15]1[CH:20]=[CH:19][CH:18]=[CH:17][CH:16]=1. The catalyst class is: 125. (2) Reactant: [N+:1]([C:4]1[CH:13]=[C:12]2[C:7]([C:8]3([CH2:19][CH2:18][CH2:17][CH2:16]3)[C:9](=[O:15])[NH:10][C:11]2=[O:14])=[CH:6][CH:5]=1)([O-:3])=[O:2].C(=O)([O-])[O-].[K+].[K+].Br[CH2:27][CH:28]1[CH2:30][CH2:29]1.O. Product: [CH:28]1([CH2:27][N:10]2[C:9](=[O:15])[C:8]3([CH2:19][CH2:18][CH2:17][CH2:16]3)[C:7]3[C:12](=[CH:13][C:4]([N+:1]([O-:3])=[O:2])=[CH:5][CH:6]=3)[C:11]2=[O:14])[CH2:30][CH2:29]1. The catalyst class is: 10.